From a dataset of Reaction yield outcomes from USPTO patents with 853,638 reactions. Predict the reaction yield, written as a fraction of the theoretical maximum amount of product (1.0 means a 100% yield; for example, 0.34 means a 34% yield). (1) The reactants are ClC(Cl)(Cl)COC(=O)C1C=CC=CC=1CSC1C=CC=C(CC(O[CH2:24][C:25]2[CH:30]=[CH:29][C:28]([C:31]([F:34])([F:33])[F:32])=[CH:27][CH:26]=2)=O)C=1.[Cl:38][C:39]([Cl:63])([Cl:62])[CH2:40][O:41][C:42](=[O:61])[C:43]1[CH:48]=[CH:47][CH:46]=[CH:45][C:44]=1[CH2:49][S:50][C:51]1[CH:56]=[CH:55][C:54]([CH2:57][C:58]([OH:60])=[O:59])=[CH:53][CH:52]=1.FC(F)(F)C1C=CC(CO)=CC=1.C(Cl)Cl. The catalyst is CN(C1C=CN=CC=1)C.CCCCCCC.CCOC(C)=O. The product is [Cl:63][C:39]([Cl:38])([Cl:62])[CH2:40][O:41][C:42](=[O:61])[C:43]1[CH:48]=[CH:47][CH:46]=[CH:45][C:44]=1[CH2:49][S:50][C:51]1[CH:52]=[CH:53][C:54]([CH2:57][C:58]([O:60][CH2:24][C:25]2[CH:26]=[CH:27][C:28]([C:31]([F:32])([F:33])[F:34])=[CH:29][CH:30]=2)=[O:59])=[CH:55][CH:56]=1. The yield is 0.350. (2) The reactants are [CH3:1][C:2]1[CH:23]=[CH:22][CH:21]=[C:20]([CH3:24])[C:3]=1[O:4][C:5]1[CH:6]=[C:7]2[C:11](=[CH:12][CH:13]=1)[C:10](=[O:14])[N:9]([CH2:15][C:16]([OH:18])=[O:17])[C:8]2=[O:19].S(=O)(=O)(O)O.[CH3:30]O. The catalyst is O. The product is [CH3:30][O:17][C:16](=[O:18])[CH2:15][N:9]1[C:8](=[O:19])[C:7]2[C:11](=[CH:12][CH:13]=[C:5]([O:4][C:3]3[C:2]([CH3:1])=[CH:23][CH:22]=[CH:21][C:20]=3[CH3:24])[CH:6]=2)[C:10]1=[O:14]. The yield is 0.960.